Dataset: Reaction yield outcomes from USPTO patents with 853,638 reactions. Task: Predict the reaction yield, written as a fraction of the theoretical maximum amount of product (1.0 means a 100% yield; for example, 0.34 means a 34% yield). (1) The product is [CH3:1][O:2][C:3](=[O:31])[NH:4][CH:5]([C:9]([N:11]1[CH2:15][CH:14]([CH2:16][O:17][CH3:18])[CH2:13][CH:12]1[C:19]1[NH:20][C:21]([C:24]2[CH:29]=[CH:28][C:27]([B:32]3[O:36][C:35]([CH3:38])([CH3:37])[C:34]([CH3:40])([CH3:39])[O:33]3)=[CH:26][CH:25]=2)=[CH:22][N:23]=1)=[O:10])[CH:6]([CH3:8])[CH3:7]. The yield is 0.780. The catalyst is O1CCOCC1.C1C=CC(P(C2C=CC=CC=2)[C-]2C=CC=C2)=CC=1.C1C=CC(P(C2C=CC=CC=2)[C-]2C=CC=C2)=CC=1.Cl[Pd]Cl.[Fe+2]. The reactants are [CH3:1][O:2][C:3](=[O:31])[NH:4][CH:5]([C:9]([N:11]1[CH2:15][CH:14]([CH2:16][O:17][CH3:18])[CH2:13][CH:12]1[C:19]1[NH:20][C:21]([C:24]2[CH:29]=[CH:28][C:27](Br)=[CH:26][CH:25]=2)=[CH:22][N:23]=1)=[O:10])[CH:6]([CH3:8])[CH3:7].[B:32]1([B:32]2[O:36][C:35]([CH3:38])([CH3:37])[C:34]([CH3:40])([CH3:39])[O:33]2)[O:36][C:35]([CH3:38])([CH3:37])[C:34]([CH3:40])([CH3:39])[O:33]1.CC([O-])=O.[K+]. (2) The reactants are [CH3:1][C:2]1[CH:3]=[N:4][CH:5]=[C:6]([CH:10]=1)[C:7](Cl)=[O:8].C[C:12]1[CH:13]=[N:14][CH:15]=[C:16]([CH:20]=1)C(O)=O.C([N:23]([CH2:26]C)CC)C.C[N:29](C)C=O. The catalyst is ClCCl. The product is [N:14]1[CH:13]=[CH:12][CH:20]=[CH:16][C:15]=1[C:26]1[N:23]=[C:7]([C:6]2[CH:5]=[N:4][CH:3]=[C:2]([CH3:1])[CH:10]=2)[O:8][N:29]=1. The yield is 0.470. (3) The reactants are [NH2:1][C:2]1[C:3]([Cl:11])=[C:4]([CH:8]=[CH:9][CH:10]=1)[C:5]([OH:7])=[O:6].[N:12]([O-])=O.[Na+].O.O.[Sn](Cl)Cl. The catalyst is Cl.O. The product is [ClH:11].[Cl:11][C:3]1[C:2]([NH:1][NH2:12])=[CH:10][CH:9]=[CH:8][C:4]=1[C:5]([OH:7])=[O:6]. The yield is 1.00. (4) The reactants are [OH:1][C:2]1[N:6]([C:7]2[CH:12]=[CH:11][CH:10]=[CH:9][CH:8]=2)[N:5]=[C:4]([CH3:13])[C:3]=1[C:14]([O:16][CH2:17][C:18]1[CH:23]=[CH:22][CH:21]=[CH:20][CH:19]=1)=[O:15].C[Al](C)C.[O:28]1[C:30]([CH3:32])([CH3:31])[CH2:29]1.O.O.O.O.O.O.O.O.O.O.S([O-])([O-])(=O)=O.[Na+].[Na+]. The catalyst is ClC1C=CC=CC=1.C1COCC1. The product is [OH:28][C:30]([CH3:32])([CH3:31])[CH2:29][N:5]1[C:4]([CH3:13])=[C:3]([C:14]([O:16][CH2:17][C:18]2[CH:23]=[CH:22][CH:21]=[CH:20][CH:19]=2)=[O:15])[C:2](=[O:1])[N:6]1[C:7]1[CH:8]=[CH:9][CH:10]=[CH:11][CH:12]=1. The yield is 0.270. (5) The reactants are Cl[C:2]1[CH:7]=[CH:6][N:5]=[C:4]2[CH:8]=[C:9]([C:11]3[S:12][CH:13]=[CH:14][N:15]=3)[S:10][C:3]=12.[CH2:16]([NH:20][C:21]([C:23]1[C:31]2[C:26](=[CH:27][C:28]([OH:32])=[CH:29][CH:30]=2)[N:25]([CH3:33])[C:24]=1[CH3:34])=[O:22])[CH2:17][CH2:18][CH3:19].C([O-])([O-])=O.[Cs+].[Cs+]. No catalyst specified. The product is [CH2:16]([NH:20][C:21]([C:23]1[C:31]2[C:26](=[CH:27][C:28]([O:32][C:2]3[CH:7]=[CH:6][N:5]=[C:4]4[CH:8]=[C:9]([C:11]5[S:12][CH:13]=[CH:14][N:15]=5)[S:10][C:3]=34)=[CH:29][CH:30]=2)[N:25]([CH3:33])[C:24]=1[CH3:34])=[O:22])[CH2:17][CH2:18][CH3:19]. The yield is 0.570.